This data is from Full USPTO retrosynthesis dataset with 1.9M reactions from patents (1976-2016). The task is: Predict the reactants needed to synthesize the given product. (1) Given the product [CH3:27][C:24]1[N:25]=[CH:26][C:21]([O:20][CH2:8][C:9]([C:11]2[C:16]([CH3:17])=[CH:15][C:14]([CH3:18])=[CH:13][C:12]=2[CH3:19])=[O:10])=[CH:22][CH:23]=1, predict the reactants needed to synthesize it. The reactants are: C([O-])([O-])=O.[K+].[K+].Br[CH2:8][C:9]([C:11]1[C:16]([CH3:17])=[CH:15][C:14]([CH3:18])=[CH:13][C:12]=1[CH3:19])=[O:10].[OH:20][C:21]1[CH:22]=[CH:23][C:24]([CH3:27])=[N:25][CH:26]=1. (2) Given the product [N:11]12[CH2:16][CH2:15][CH:14]([CH2:13][CH2:12]1)[CH:9]([O:8][C:5]1[N:4]=[CH:3][C:2]([C:22]3[CH:23]=[C:18]([CH:19]=[CH:20][CH:21]=3)[NH2:17])=[CH:7][N:6]=1)[CH2:10]2, predict the reactants needed to synthesize it. The reactants are: Br[C:2]1[CH:3]=[N:4][C:5]([O:8][CH:9]2[CH:14]3[CH2:15][CH2:16][N:11]([CH2:12][CH2:13]3)[CH2:10]2)=[N:6][CH:7]=1.[NH2:17][C:18]1[CH:19]=[C:20](B(O)O)[CH:21]=[CH:22][CH:23]=1.